From a dataset of Forward reaction prediction with 1.9M reactions from USPTO patents (1976-2016). Predict the product of the given reaction. Given the reactants Cl[C:2]1[N:3]([CH3:19])[C:4](=[O:18])[C:5]2[C:10]([NH:11][C:12]3[CH:17]=[CH:16][CH:15]=[CH:14][CH:13]=3)=[N:9][NH:8][C:6]=2[N:7]=1.Cl.[NH2:21][C@@H:22]1[CH2:26][CH2:25][CH2:24][C@H:23]1[OH:27].CCN(C(C)C)C(C)C, predict the reaction product. The product is: [OH:27][C@@H:23]1[CH2:24][CH2:25][CH2:26][C@H:22]1[NH:21][C:2]1[N:3]([CH3:19])[C:4](=[O:18])[C:5]2[C:6](=[N:8][NH:9][C:10]=2[NH:11][C:12]2[CH:17]=[CH:16][CH:15]=[CH:14][CH:13]=2)[N:7]=1.